This data is from Forward reaction prediction with 1.9M reactions from USPTO patents (1976-2016). The task is: Predict the product of the given reaction. (1) The product is: [CH3:1][C@@H:2]1[CH2:7][C:6](=[O:8])[CH2:5][C@H:4]([CH3:9])[O:3]1. Given the reactants [CH3:1][C:2]1[O:3][C:4]([CH3:9])=[CH:5][C:6](=[O:8])[CH:7]=1, predict the reaction product. (2) Given the reactants [CH3:1][O:2][C:3]1[CH:8]=[CH:7][C:6]([N+:9]([O-])=O)=[CH:5][C:4]=1[NH:12][C:13]1[N:18]=[C:17]([N:19]2[CH:23]=[C:22]([CH:24]=O)[C:21]([CH3:26])=[N:20]2)[CH:16]=[CH:15][N:14]=1.Cl.[NH:28]1[CH2:31][CH:30]([OH:32])[CH2:29]1, predict the reaction product. The product is: [OH:32][CH:30]1[CH2:31][N:28]([CH2:24][C:22]2[C:21]([CH3:26])=[N:20][N:19]([C:17]3[CH:16]=[CH:15][N:14]=[C:13]([NH:12][C:4]4[CH:5]=[C:6]([NH:9][C:3](=[O:2])[CH:4]=[CH2:5])[CH:7]=[CH:8][C:3]=4[O:2][CH3:1])[N:18]=3)[CH:23]=2)[CH2:29]1. (3) Given the reactants [N+:1]([C:4]1[CH:5]=[C:6]([C:14]2[CH:23]=[CH:22][C:17]([NH:18]C(=O)C)=[C:16]([N+:24]([O-])=O)[CH:15]=2)[CH:7]=[CH:8][C:9]=1[NH:10]C(=O)C)([O-])=O.[N+]([O-])(O)=O, predict the reaction product. The product is: [NH2:1][C:4]1[CH:5]=[C:6]([C:14]2[CH:23]=[CH:22][C:17]([NH2:18])=[C:16]([NH2:24])[CH:15]=2)[CH:7]=[CH:8][C:9]=1[NH2:10]. (4) Given the reactants [NH:1]1[C:5](=[O:6])[CH2:4][CH2:3][C@H:2]1[C:7]([OH:9])=[O:8].Cl(O)(=O)(=O)=O.[OH-].[Na+].C(O[C:21]([CH3:24])([CH3:23])[CH3:22])(=O)C, predict the reaction product. The product is: [O:6]=[C:5]1[NH:1][C@H:2]([C:7]([O:9][C:21]([CH3:24])([CH3:23])[CH3:22])=[O:8])[CH2:3][CH2:4]1. (5) Given the reactants [F:1][C:2]1[CH:3]=[C:4]([C:9](=O)[C:10]([C:12]2[CH:17]=[CH:16][CH:15]=[CH:14]C=2)=O)[CH:5]=[C:6]([F:8])[CH:7]=1.[NH2:19][C:20]([NH2:22])=[O:21].[OH-].[Na+].Cl.[CH2:26]([OH:28])C, predict the reaction product. The product is: [F:8][C:6]1[CH:5]=[C:4]([C:9]2([C:10]3[CH:12]=[CH:17][CH:16]=[CH:15][CH:14]=3)[NH:22][C:20](=[O:21])[NH:19][C:26]2=[O:28])[CH:3]=[C:2]([F:1])[CH:7]=1. (6) The product is: [CH3:14][N:15]([CH3:19])[CH2:16][CH2:17][NH:18][S:10]([C:6]1[CH:7]=[CH:8][CH:9]=[C:4]([N+:1]([O-:3])=[O:2])[CH:5]=1)(=[O:12])=[O:11]. Given the reactants [N+:1]([C:4]1[CH:5]=[C:6]([S:10](Cl)(=[O:12])=[O:11])[CH:7]=[CH:8][CH:9]=1)([O-:3])=[O:2].[CH3:14][N:15]([CH3:19])[CH2:16][CH2:17][NH2:18].[OH-].[Na+], predict the reaction product. (7) Given the reactants C(O[C:4](=[O:20])[C:5]([C:18]#[N:19])=[CH:6][NH:7][C:8]1[CH:13]=[CH:12][C:11]([O:14][CH3:15])=[C:10]([O:16][CH3:17])[CH:9]=1)C.C1C=CC(C2C=CC=CC=2)=CC=1.C1C=CC(OC2C=CC=CC=2)=CC=1, predict the reaction product. The product is: [CH3:15][O:14][C:11]1[CH:12]=[C:13]2[C:8](=[CH:9][C:10]=1[O:16][CH3:17])[NH:7][CH:6]=[C:5]([C:18]#[N:19])[C:4]2=[O:20]. (8) Given the reactants [NH:1]1[CH2:6][CH2:5][CH:4]([NH:7][C:8]([C:10]2[CH:11]=[CH:12][C:13]3[S:18][CH2:17][C:16](=[O:19])[NH:15][C:14]=3[CH:20]=2)=[O:9])[CH2:3][CH2:2]1.Br[CH2:22][CH:23]1[CH2:36][C:35]2[C:34]3[C:29](=[CH:30][CH:31]=[C:32]([O:37][CH3:38])[N:33]=3)[N:28]=[CH:27][C:26]=2[O:25][CH2:24]1.C(N(CC)C(C)C)(C)C, predict the reaction product. The product is: [CH3:38][O:37][C:32]1[N:33]=[C:34]2[C:29](=[CH:30][CH:31]=1)[N:28]=[CH:27][C:26]1[O:25][CH2:24][CH:23]([CH2:22][N:1]3[CH2:6][CH2:5][CH:4]([NH:7][C:8]([C:10]4[CH:11]=[CH:12][C:13]5[S:18][CH2:17][C:16](=[O:19])[NH:15][C:14]=5[CH:20]=4)=[O:9])[CH2:3][CH2:2]3)[CH2:36][C:35]2=1.